Predict the reactants needed to synthesize the given product. From a dataset of Retrosynthesis with 50K atom-mapped reactions and 10 reaction types from USPTO. (1) Given the product O=C(NCC#Cc1ccc(Br)cn1)OCc1ccccc1, predict the reactants needed to synthesize it. The reactants are: Brc1ccc(Br)nc1.C#CCNC(=O)OCc1ccccc1. (2) Given the product COc1cc(C(C)=O)ccc1OCCCN1CCC(C(O)(c2ccc(F)cc2)c2ccc(F)cc2)CC1, predict the reactants needed to synthesize it. The reactants are: COc1cc(C(C)=O)ccc1OCCCCl.OC(c1ccc(F)cc1)(c1ccc(F)cc1)C1CCNCC1. (3) Given the product CC(C)(C)OC(=O)N[C@@H]1C[C@H]1c1ccc(NC(=O)c2cccc(N3CCCCC3=O)c2)cc1, predict the reactants needed to synthesize it. The reactants are: CC(C)(C)OC(=O)N[C@@H]1C[C@H]1c1ccc(N)cc1.O=C(O)c1cccc(N2CCCCC2=O)c1. (4) Given the product FC(F)(F)c1ccccc1O[C@H]1CCNC1, predict the reactants needed to synthesize it. The reactants are: CC(C)(C)OC(=O)N1CC[C@@H](Oc2ccccc2C(F)(F)F)C1.